Dataset: Reaction yield outcomes from USPTO patents with 853,638 reactions. Task: Predict the reaction yield, written as a fraction of the theoretical maximum amount of product (1.0 means a 100% yield; for example, 0.34 means a 34% yield). The reactants are [CH:1]1([N:4]([C:10](=[O:21])[C:11]2[CH:16]=[CH:15][C:14]([CH3:17])=[C:13]([N+:18]([O-:20])=[O:19])[CH:12]=2)[C:5](=[O:9])[O:6][CH2:7]Cl)[CH2:3][CH2:2]1.[Na+].[I-:23].CC(C)=O. The catalyst is CCOC(C)=O. The product is [CH:1]1([N:4]([C:10](=[O:21])[C:11]2[CH:16]=[CH:15][C:14]([CH3:17])=[C:13]([N+:18]([O-:20])=[O:19])[CH:12]=2)[C:5](=[O:9])[O:6][CH2:7][I:23])[CH2:3][CH2:2]1. The yield is 0.900.